Dataset: Catalyst prediction with 721,799 reactions and 888 catalyst types from USPTO. Task: Predict which catalyst facilitates the given reaction. (1) Reactant: [C:1]([C:5]1[N:9]([CH2:10][CH:11]2[CH2:16][CH2:15][O:14][CH2:13][CH2:12]2)[C:8]2[CH:17]=[CH:18][C:19]([S:21](Cl)(=[O:23])=[O:22])=[CH:20][C:7]=2[N:6]=1)([CH3:4])([CH3:3])[CH3:2].[CH:25]1([NH2:28])[CH2:27][CH2:26]1. Product: [C:1]([C:5]1[N:9]([CH2:10][CH:11]2[CH2:16][CH2:15][O:14][CH2:13][CH2:12]2)[C:8]2[CH:17]=[CH:18][C:19]([S:21]([NH:28][CH:25]3[CH2:27][CH2:26]3)(=[O:23])=[O:22])=[CH:20][C:7]=2[N:6]=1)([CH3:4])([CH3:3])[CH3:2]. The catalyst class is: 649. (2) Reactant: [NH2:1][C:2]1[C:7]([N+:8]([O-])=O)=[C:6]([N:11]2[CH2:16][CH2:15][N:14]([CH2:17][C:18]([N:20]3[CH2:24][CH2:23][CH2:22][CH2:21]3)=[O:19])[CH2:13][CH2:12]2)[C:5]([Br:25])=[CH:4][N:3]=1.[CH3:26][N:27]([CH3:36])[C:28]1[CH:35]=[CH:34][C:31]([CH:32]=O)=[CH:30][CH:29]=1.[O-]S(S([O-])=O)=O.[Na+].[Na+]. Product: [Br:25][C:5]1[C:6]([N:11]2[CH2:16][CH2:15][N:14]([CH2:17][C:18]([N:20]3[CH2:24][CH2:23][CH2:22][CH2:21]3)=[O:19])[CH2:13][CH2:12]2)=[C:7]2[N:8]=[C:32]([C:31]3[CH:34]=[CH:35][C:28]([N:27]([CH3:36])[CH3:26])=[CH:29][CH:30]=3)[NH:1][C:2]2=[N:3][CH:4]=1. The catalyst class is: 8. (3) Reactant: C[O:2][C:3]1[CH:4]=[C:5]([C:9]2[O:10][C:11]([C:14]3[CH:19]=[CH:18][CH:17]=[C:16]([O:20]C)[CH:15]=3)=[N:12][N:13]=2)[CH:6]=[CH:7][CH:8]=1. Product: [O:10]1[C:11]([C:14]2[CH:15]=[C:16]([OH:20])[CH:17]=[CH:18][CH:19]=2)=[N:12][N:13]=[C:9]1[C:5]1[CH:4]=[C:3]([OH:2])[CH:8]=[CH:7][CH:6]=1. The catalyst class is: 195. (4) Reactant: Cl[C:2]1[C:12]([C:13]#[N:14])=[CH:11][C:5]([C:6]([O:8][CH2:9][CH3:10])=[O:7])=[CH:4][N:3]=1.[NH:15]1[CH2:21][CH2:20][CH2:19][NH:18][CH2:17][CH2:16]1.[CH3:22]CN(C(C)C)C(C)C. Product: [C:13]([C:12]1[C:2]([N:15]2[CH2:21][CH2:20][CH2:19][NH:18][CH2:17][CH2:16]2)=[N:3][C:4]([CH3:22])=[C:5]([CH:11]=1)[C:6]([O:8][CH2:9][CH3:10])=[O:7])#[N:14]. The catalyst class is: 2. (5) Reactant: [OH:1][CH2:2][CH2:3][O:4][C:5]1[CH:6]=[CH:7][C:8]([C:20]2[NH:29][C:28](=[O:30])[C:27]3[C:22](=[CH:23][C:24]([O:31][CH3:32])=[CH:25][CH:26]=3)[N:21]=2)=[N:9][C:10]=1[C:11]1[CH:16]=[CH:15][C:14]([S:17]([CH3:19])=[O:18])=[CH:13][CH:12]=1.C(N(CC)CC)C.[CH3:40][S:41](Cl)(=[O:43])=[O:42]. Product: [CH3:40][S:41]([O:1][CH2:2][CH2:3][O:4][C:5]1[C:10]([C:11]2[CH:16]=[CH:15][C:14]([S:17]([CH3:19])=[O:18])=[CH:13][CH:12]=2)=[N:9][C:8]([C:20]2[NH:29][C:28](=[O:30])[C:27]3[C:22](=[CH:23][C:24]([O:31][CH3:32])=[CH:25][CH:26]=3)[N:21]=2)=[CH:7][CH:6]=1)(=[O:43])=[O:42]. The catalyst class is: 4. (6) Reactant: [NH2:1][C:2]1[C:3]([F:33])=[CH:4][C:5]([F:32])=[C:6]([C:8]2[C:9](=[O:31])[N:10]([CH2:29][CH3:30])[C:11]3[C:16]([CH:17]=2)=[CH:15][N:14]=[C:13]([N:18]([CH2:20][C:21]2[CH:26]=[CH:25][C:24]([O:27][CH3:28])=[CH:23][CH:22]=2)[CH3:19])[CH:12]=3)[CH:7]=1.[F:34][C:35]1[CH:40]=[CH:39][C:38]([F:41])=[CH:37][C:36]=1[N:42]=[C:43]=[O:44]. Product: [CH3:28][O:27][C:24]1[CH:25]=[CH:26][C:21]([CH2:20][N:18]([CH3:19])[C:13]2[N:14]=[CH:15][CH:16]3[CH:11]([CH:12]=2)[N:10]([CH2:29][CH3:30])[C:9](=[O:31])[C:8]([C:6]2[C:5]([F:32])=[CH:4][C:3]([F:33])=[C:2]([NH:1][C:43]([NH:42][C:36]4[CH:37]=[C:38]([F:41])[CH:39]=[CH:40][C:35]=4[F:34])=[O:44])[CH:7]=2)=[CH:17]3)=[CH:22][CH:23]=1. The catalyst class is: 12. (7) Reactant: [CH2:1]([O:3][C@H:4]1[CH2:8][NH:7][CH2:6][C@H:5]1[NH:9][C:10]1[C:15]([CH2:16][CH3:17])=[N:14][C:13]([C:18]2[C:19]([CH3:26])=[N:20][C:21]([O:24][CH3:25])=[CH:22][CH:23]=2)=[C:12]([CH2:27][CH3:28])[N:11]=1)[CH3:2].Br[C:30]1[N:35]=[CH:34][CH:33]=[CH:32][N:31]=1.[Cl-].C(C1C=CC=C(C(C)C)C=1[N+]1C=CN(C2C(C(C)C)=CC=CC=2C(C)C)C=1)(C)C.CC(C)([O-])C.[K+].C(=O)(O)[O-].[Na+]. Product: [CH2:1]([O:3][C@H:4]1[CH2:8][N:7]([C:30]2[N:35]=[CH:34][CH:33]=[CH:32][N:31]=2)[CH2:6][C@H:5]1[NH:9][C:10]1[C:15]([CH2:16][CH3:17])=[N:14][C:13]([C:18]2[C:19]([CH3:26])=[N:20][C:21]([O:24][CH3:25])=[CH:22][CH:23]=2)=[C:12]([CH2:27][CH3:28])[N:11]=1)[CH3:2]. The catalyst class is: 62.